Predict the product of the given reaction. From a dataset of Forward reaction prediction with 1.9M reactions from USPTO patents (1976-2016). Given the reactants [Br:1][C:2]1[CH:9]=[C:8]([CH3:10])[CH:7]=[CH:6][C:3]=1[C:4]#[N:5].C1C(=O)N([Br:18])C(=O)C1, predict the reaction product. The product is: [Br:1][C:2]1[CH:9]=[C:8]([CH2:10][Br:18])[CH:7]=[CH:6][C:3]=1[C:4]#[N:5].